From a dataset of Full USPTO retrosynthesis dataset with 1.9M reactions from patents (1976-2016). Predict the reactants needed to synthesize the given product. (1) Given the product [CH2:3]([O:10][C:11]1[CH:12]=[CH:13][C:14]([C:17]2([C:20]3[CH:25]=[CH:24][CH:23]=[CH:22][C:21]=3[F:26])[CH2:18][CH2:31][C:29](=[O:30])[CH:27]=[CH:28]2)=[CH:15][CH:16]=1)[C:4]1[CH:5]=[CH:6][CH:7]=[CH:8][CH:9]=1, predict the reactants needed to synthesize it. The reactants are: [OH-].[K+].[CH2:3]([O:10][C:11]1[CH:16]=[CH:15][C:14]([CH:17]([C:20]2[CH:25]=[CH:24][CH:23]=[CH:22][C:21]=2[F:26])[CH:18]=O)=[CH:13][CH:12]=1)[C:4]1[CH:9]=[CH:8][CH:7]=[CH:6][CH:5]=1.[CH:27]([C:29]([CH3:31])=[O:30])=[CH2:28].Cl. (2) Given the product [CH3:29][S:26]([C:23]1[CH:24]=[CH:25][C:20]([CH2:19][N:5]2[C:6]3[C:11](=[CH:10][CH:9]=[CH:8][CH:7]=3)[C:3]([CH3:2])=[C:4]2[C:12]2[CH:13]=[N:14][CH:15]=[CH:16][CH:17]=2)=[CH:21][CH:22]=1)(=[O:27])=[O:28], predict the reactants needed to synthesize it. The reactants are: Cl.[CH3:2][C:3]1[C:11]2[C:6](=[CH:7][CH:8]=[CH:9][CH:10]=2)[NH:5][C:4]=1[C:12]1[CH:13]=[N:14][CH:15]=[CH:16][CH:17]=1.Br[CH2:19][C:20]1[CH:25]=[CH:24][C:23]([S:26]([CH3:29])(=[O:28])=[O:27])=[CH:22][CH:21]=1. (3) Given the product [Br:1][C:2]1[CH:7]=[CH:6][C:5]([O:8][CH2:19]/[CH:20]=[CH:21]/[C:22]2[CH:27]=[CH:26][CH:25]=[CH:24][CH:23]=2)=[C:4]([C:9]2[O:10][C:11]3[CH:17]=[CH:16][C:15]([CH3:18])=[CH:14][C:12]=3[N:13]=2)[CH:3]=1, predict the reactants needed to synthesize it. The reactants are: [Br:1][C:2]1[CH:7]=[CH:6][C:5]([OH:8])=[C:4]([C:9]2[O:10][C:11]3[CH:17]=[CH:16][C:15]([CH3:18])=[CH:14][C:12]=3[N:13]=2)[CH:3]=1.[CH2:19](Br)[CH:20]=[CH:21][C:22]1[CH:27]=[CH:26][CH:25]=[CH:24][CH:23]=1.